From a dataset of Forward reaction prediction with 1.9M reactions from USPTO patents (1976-2016). Predict the product of the given reaction. (1) Given the reactants [CH3:1][C:2]1[CH:16]=[CH:15][C:5]([CH2:6][NH:7][CH:8]2[CH2:13][CH2:12][N:11]([CH3:14])[CH2:10][CH2:9]2)=[CH:4][CH:3]=1.[CH:17]1[CH:21]=[C:20]([CH2:22][C:23](Cl)=[O:24])[S:19][CH:18]=1, predict the reaction product. The product is: [S:19]1[CH:18]=[CH:17][CH:21]=[C:20]1[CH2:22][C:23]([N:7]([CH2:6][C:5]1[CH:4]=[CH:3][C:2]([CH3:1])=[CH:16][CH:15]=1)[CH:8]1[CH2:13][CH2:12][N:11]([CH3:14])[CH2:10][CH2:9]1)=[O:24]. (2) Given the reactants [CH3:1][C:2]1[N+:7]([O-:8])=[N:6][CH:5]=[C:4]([N+]([O-])=O)[CH:3]=1.C([Br:15])(=O)C.[OH-].[Na+], predict the reaction product. The product is: [Br:15][C:4]1[CH:3]=[C:2]([CH3:1])[N+:7]([O-:8])=[N:6][CH:5]=1. (3) The product is: [CH2:1]([N:5]1[CH2:6][CH2:7][C:8]([NH:15][C:16]([C:18]2[C:27]([NH:28][C:29]([NH:31][C:32]3[C:37]([CH3:38])=[CH:36][C:35]([CH3:39])=[CH:34][C:33]=3[CH3:40])=[O:30])=[CH:26][C:25]3[C:20](=[CH:21][CH:22]=[CH:23][CH:24]=3)[CH:19]=2)=[O:17])([C:11]([OH:13])=[O:12])[CH2:9][CH2:10]1)[CH2:2][CH2:3][CH3:4]. Given the reactants [CH2:1]([N:5]1[CH2:10][CH2:9][C:8]([NH:15][C:16]([C:18]2[C:27]([NH:28][C:29]([NH:31][C:32]3[C:37]([CH3:38])=[CH:36][C:35]([CH3:39])=[CH:34][C:33]=3[CH3:40])=[O:30])=[CH:26][C:25]3[C:20](=[CH:21][CH:22]=[CH:23][CH:24]=3)[CH:19]=2)=[O:17])([C:11]([O:13]C)=[O:12])[CH2:7][CH2:6]1)[CH2:2][CH2:3][CH3:4].Cl, predict the reaction product. (4) Given the reactants [Cl:1][C:2]1[CH:7]=[CH:6][C:5]([C@@:8]2(OC)[C@H:13]([OH:14])[C@@H:12]([OH:15])[C@H:11]([OH:16])[C:10]([CH2:19][OH:20])([CH2:17][OH:18])[O:9]2)=[CH:4][C:3]=1[CH2:23][C:24]1[CH:29]=[CH:28][C:27]([OH:30])=[CH:26][CH:25]=1.CC1CCCO1.C1(C)C(S(O)(=O)=O)=CC=CC=1, predict the reaction product. The product is: [Cl:1][C:2]1[CH:7]=[CH:6][C:5]([C@@:8]23[O:9][C@@:10]([CH2:19][OH:20])([CH2:17][O:18]2)[C@@H:11]([OH:16])[C@H:12]([OH:15])[C@H:13]3[OH:14])=[CH:4][C:3]=1[CH2:23][C:24]1[CH:25]=[CH:26][C:27]([OH:30])=[CH:28][CH:29]=1. (5) Given the reactants [C:1]([NH:5][C:6](=[O:25])[CH2:7][O:8][C:9]1[CH:10]=[CH:11][C:12]2[O:16][C:15]([NH:17][CH:18]3[CH2:23][CH2:22][NH:21][CH2:20][CH2:19]3)=[N:14][C:13]=2[CH:24]=1)([CH3:4])([CH3:3])[CH3:2].C(OC(N1CCC(NC2OC3C=CC(OCC#N)=CC=3N=2)CC1)=O)(C)(C)C.FC(F)(F)C(O)=O.[CH2:60]([O:62][C:63]1[CH:64]=[C:65]([CH:68]=[C:69]([O:72][CH2:73][CH3:74])[C:70]=1[F:71])[CH:66]=O)[CH3:61].C([BH3-])#N.[Na+].C(N(C(C)C)C(C)C)C, predict the reaction product. The product is: [C:1]([NH:5][C:6](=[O:25])[CH2:7][O:8][C:9]1[CH:10]=[CH:11][C:12]2[O:16][C:15]([NH:17][CH:18]3[CH2:19][CH2:20][N:21]([CH2:66][C:65]4[CH:68]=[C:69]([O:72][CH2:73][CH3:74])[C:70]([F:71])=[C:63]([O:62][CH2:60][CH3:61])[CH:64]=4)[CH2:22][CH2:23]3)=[N:14][C:13]=2[CH:24]=1)([CH3:4])([CH3:2])[CH3:3]. (6) The product is: [CH3:21][C:20]([O:9][C@@H:8]1[C:10]2[CH:11]=[CH:12][CH:13]=[CH:14][C:15]=2[N:16]([C:17]([NH2:19])=[O:18])[C:4]2[CH:3]=[CH:2][CH:1]=[CH:6][C:5]=2[CH2:7]1)=[O:22]. Given the reactants [CH:1]1[CH:2]=[CH:3][C:4]2[N:16]([C:17]([NH2:19])=[O:18])[C:15]3[CH:14]=[CH:13][CH:12]=[CH:11][C:10]=3[C:8](=[O:9])[CH2:7][C:5]=2[CH:6]=1.[C:20](OCC)(=[O:22])[CH3:21].O.C(O)=O, predict the reaction product. (7) Given the reactants [CH3:1][C:2]1[CH:3]=[C:4]([N:9]2[C:13]3[CH:14]=[CH:15][CH:16]=[C:17]([C:18]#[N:19])[C:12]=3[N:11]=[CH:10]2)[CH:5]=[C:6]([CH3:8])[CH:7]=1.[F:20][C:21]([F:28])([F:27])[S:22]([O:25]C)(=[O:24])=[O:23], predict the reaction product. The product is: [F:20][C:21]([F:28])([F:27])[S:22]([O-:25])(=[O:24])=[O:23].[C:18]([C:17]1[C:12]2[N+:11]([CH3:21])=[CH:10][N:9]([C:4]3[CH:5]=[C:6]([CH3:8])[CH:7]=[C:2]([CH3:1])[CH:3]=3)[C:13]=2[CH:14]=[CH:15][CH:16]=1)#[N:19]. (8) Given the reactants [C:1]([O:5][C:6]([N:8]1[CH2:13][CH2:12][CH:11]([C:14]2[CH:19]=[CH:18][C:17]([O:20][CH2:21][CH2:22][CH2:23][O:24][CH2:25][C:26]3[CH:31]=[CH:30][CH:29]=[CH:28][C:27]=3[F:32])=[CH:16][CH:15]=2)[CH:10]([NH2:33])[CH2:9]1)=[O:7])([CH3:4])([CH3:3])[CH3:2].[CH:34]1[C:43]2[C:38](=[CH:39][CH:40]=[CH:41][CH:42]=2)[CH:37]=[CH:36][C:35]=1[S:44](Cl)(=[O:46])=[O:45], predict the reaction product. The product is: [C:1]([O:5][C:6]([N:8]1[CH2:13][CH2:12][CH:11]([C:14]2[CH:19]=[CH:18][C:17]([O:20][CH2:21][CH2:22][CH2:23][O:24][CH2:25][C:26]3[CH:31]=[CH:30][CH:29]=[CH:28][C:27]=3[F:32])=[CH:16][CH:15]=2)[CH:10]([NH:33][S:44]([C:35]2[CH:36]=[CH:37][C:38]3[C:43](=[CH:42][CH:41]=[CH:40][CH:39]=3)[CH:34]=2)(=[O:46])=[O:45])[CH2:9]1)=[O:7])([CH3:4])([CH3:2])[CH3:3]. (9) Given the reactants [N+:1]([C:4]1[CH:9]=[CH:8][C:7]([C:10]2[CH:15]=[CH:14][C:13]([NH:16][C:17]([C@@H:19]3[CH2:23][CH2:22][CH2:21][C@H:20]3[C:24]([OH:26])=[O:25])=[O:18])=[CH:12][CH:11]=2)=[CH:6][CH:5]=1)([O-:3])=[O:2].[H-].[Na+].[CH3:29]I.O, predict the reaction product. The product is: [CH3:29][N:16]([C:13]1[CH:14]=[CH:15][C:10]([C:7]2[CH:6]=[CH:5][C:4]([N+:1]([O-:3])=[O:2])=[CH:9][CH:8]=2)=[CH:11][CH:12]=1)[C:17]([C@@H:19]1[CH2:23][CH2:22][CH2:21][C@H:20]1[C:24]([OH:26])=[O:25])=[O:18].